From a dataset of Catalyst prediction with 721,799 reactions and 888 catalyst types from USPTO. Predict which catalyst facilitates the given reaction. (1) Reactant: [Cl:1][C:2]1[CH:11]=[CH:10][CH:9]=[C:8]2[C:3]=1[C:4]([F:13])([F:12])[CH2:5][NH:6][CH2:7]2.[O:14](C(OC(C)(C)C)=O)[C:15]([O:17][C:18]([CH3:21])([CH3:20])[CH3:19])=O. Product: [Cl:1][C:2]1[CH:11]=[CH:10][CH:9]=[C:8]2[C:3]=1[C:4]([F:12])([F:13])[CH2:5][N:6]([C:15]([O:17][C:18]([CH3:21])([CH3:20])[CH3:19])=[O:14])[CH2:7]2. The catalyst class is: 1. (2) Reactant: [C:1]([O:5][C:6]([NH:8][CH2:9][CH:10]([CH2:14][C:15]1[CH:16]=[N:17][C:18]([O:21][CH3:22])=[CH:19][CH:20]=1)[C:11]([OH:13])=O)=[O:7])([CH3:4])([CH3:3])[CH3:2].CN(C(ON1N=NC2C=CC=NC1=2)=[N+](C)C)C.F[P-](F)(F)(F)(F)F.[F:47][C:48]1[CH:53]=[C:52]([C:54]2[CH:59]=[CH:58][N:57]=[C:56]([NH:60][C:61]3[N:62]([CH3:66])[N:63]=[CH:64][CH:65]=3)[N:55]=2)[CH:51]=[C:50]([NH:67][NH2:68])[N:49]=1.CCN(C(C)C)C(C)C. Product: [F:47][C:48]1[N:49]=[C:50]([NH:67][NH:68][C:11](=[O:13])[CH:10]([CH2:14][C:15]2[CH:16]=[N:17][C:18]([O:21][CH3:22])=[CH:19][CH:20]=2)[CH2:9][NH:8][C:6](=[O:7])[O:5][C:1]([CH3:2])([CH3:3])[CH3:4])[CH:51]=[C:52]([C:54]2[CH:59]=[CH:58][N:57]=[C:56]([NH:60][C:61]3[N:62]([CH3:66])[N:63]=[CH:64][CH:65]=3)[N:55]=2)[CH:53]=1. The catalyst class is: 18. (3) Reactant: [CH:1]([C:4]1[CH:9]=[C:8]([C:10]#[N:11])[N:7]=[C:6]2[C:12]([CH3:16])=[N:13][N:14]([CH3:15])[C:5]=12)([CH3:3])[CH3:2].C1COCC1.Cl. Product: [CH:1]([C:4]1[CH:9]=[C:8]([CH2:10][NH2:11])[N:7]=[C:6]2[C:12]([CH3:16])=[N:13][N:14]([CH3:15])[C:5]=12)([CH3:3])[CH3:2]. The catalyst class is: 50. (4) Reactant: [NH2:1][CH2:2][C@@H:3]1[CH2:8][CH2:7][CH2:6][N:5]([C:9]2[C:18]3[C:13](=[CH:14][C:15]([CH3:19])=[CH:16][CH:17]=3)[N:12]=[C:11]([C:20]3[C:25]([F:26])=[CH:24][CH:23]=[CH:22][C:21]=3[OH:27])[N:10]=2)[CH2:4]1.C(N(C(C)C)CC)(C)C.Cl[C:38]([O:40][CH2:41][CH3:42])=[O:39]. Product: [F:26][C:25]1[CH:24]=[CH:23][CH:22]=[C:21]([OH:27])[C:20]=1[C:11]1[N:10]=[C:9]([N:5]2[CH2:6][CH2:7][CH2:8][C@@H:3]([CH2:2][NH:1][C:38](=[O:39])[O:40][CH2:41][CH3:42])[CH2:4]2)[C:18]2[C:13](=[CH:14][C:15]([CH3:19])=[CH:16][CH:17]=2)[N:12]=1. The catalyst class is: 1. (5) Reactant: [F:1][C:2]([F:16])([F:15])[O:3][C:4]1[CH:14]=[CH:13][C:7]([O:8][CH2:9][C:10](O)=[O:11])=[CH:6][CH:5]=1.S(Cl)([Cl:19])=O. Product: [F:1][C:2]([F:16])([F:15])[O:3][C:4]1[CH:14]=[CH:13][C:7]([O:8][CH2:9][C:10]([Cl:19])=[O:11])=[CH:6][CH:5]=1. The catalyst class is: 3. (6) Reactant: [C:1]([C:3]1[CH:4]=[C:5]([NH:16][C:17]([C:19]2[S:23][C:22]3[CH:24]=[CH:25][CH:26]=[CH:27][C:21]=3[CH:20]=2)=[O:18])[CH:6]=[CH:7][C:8]=1[N:9]1[CH2:14][CH2:13][CH:12]([OH:15])[CH2:11][CH2:10]1)#[N:2].[C:28]([Si](Cl)(C)C)(C)(C)C.N1C=CN=C1.CN(C)C=O. Product: [C:1]([C:3]1[CH:4]=[C:5]([N:16]([CH3:28])[C:17]([C:19]2[S:23][C:22]3[CH:24]=[CH:25][CH:26]=[CH:27][C:21]=3[CH:20]=2)=[O:18])[CH:6]=[CH:7][C:8]=1[N:9]1[CH2:14][CH2:13][CH:12]([OH:15])[CH2:11][CH2:10]1)#[N:2]. The catalyst class is: 6.